Dataset: Reaction yield outcomes from USPTO patents with 853,638 reactions. Task: Predict the reaction yield, written as a fraction of the theoretical maximum amount of product (1.0 means a 100% yield; for example, 0.34 means a 34% yield). (1) The reactants are [CH3:1][NH:2][CH2:3][CH2:4][CH2:5][CH2:6][CH:7]([C:19]1[CH:24]=[CH:23][CH:22]=[CH:21][CH:20]=1)[O:8][C:9]1[CH:14]=[CH:13][C:12]([C:15]([F:18])([F:17])[F:16])=[CH:11][CH:10]=1.C=O.[CH:27](O)=O. The catalyst is O. The product is [CH3:1][N:2]([CH3:27])[CH2:3][CH2:4][CH2:5][CH2:6][CH:7]([C:19]1[CH:24]=[CH:23][CH:22]=[CH:21][CH:20]=1)[O:8][C:9]1[CH:14]=[CH:13][C:12]([C:15]([F:18])([F:17])[F:16])=[CH:11][CH:10]=1. The yield is 0.519. (2) The reactants are [F:1][C:2]1[CH:7]=[C:6]([I:8])[CH:5]=[CH:4][C:3]=1[NH:9][C:10]1[C:18](C(O)=O)=[C:17]2[N:13]([CH2:14][CH2:15][CH2:16]2)[C:12](=[O:22])[C:11]=1[CH3:23].C1C=CC(P(N=[N+]=[N-])(C2C=CC=CC=2)=O)=CC=1.C[N:42]([CH:44]=[O:45])C. No catalyst specified. The product is [F:1][C:2]1[CH:7]=[C:6]([I:8])[CH:5]=[CH:4][C:3]=1[N:9]1[C:10]2[C:18](=[C:17]3[N:13]([C:12](=[O:22])[C:11]=2[CH3:23])[CH2:14][CH2:15][CH2:16]3)[NH:42][C:44]1=[O:45]. The yield is 0.590. (3) The reactants are [CH3:1][O:2][C:3]1[CH:8]=[CH:7][CH:6]=[CH:5][C:4]=1[C:9]1[CH:14]=[CH:13][C:12]([CH:15]=O)=[CH:11][CH:10]=1.[CH3:17][NH:18][CH2:19][CH:20]([C:22]1[CH:27]=[CH:26][CH:25]=[CH:24][CH:23]=1)[OH:21].[BH-](OC(C)=O)(OC(C)=O)OC(C)=O.[Na+]. No catalyst specified. The product is [CH3:1][O:2][C:3]1[CH:8]=[CH:7][CH:6]=[CH:5][C:4]=1[C:9]1[CH:10]=[CH:11][C:12]([CH2:15][N:18]([CH2:19][CH:20]([C:22]2[CH:27]=[CH:26][CH:25]=[CH:24][CH:23]=2)[OH:21])[CH3:17])=[CH:13][CH:14]=1. The yield is 0.100. (4) The reactants are [C:1]([C:3]1[C:4]([SH:11])=[N:5][C:6]([CH3:10])=[CH:7][C:8]=1[CH3:9])#[N:2].[OH-].[K+].Cl[CH2:15][C:16]#[N:17]. The catalyst is CN(C=O)C. The product is [NH2:2][C:1]1[C:3]2[C:4](=[N:5][C:6]([CH3:10])=[CH:7][C:8]=2[CH3:9])[S:11][C:15]=1[C:16]#[N:17]. The yield is 0.940. (5) The reactants are [C:1]([NH:4][C:5]1[CH:10]=[C:9]([Cl:11])[CH:8]=[CH:7][C:6]=1/[CH:12]=[CH:13]/[C:14]([OH:16])=O)(=[O:3])[CH3:2].CCN=C=NCCCN(C)C.C1C=CC2N(O)N=NC=2C=1.[F:38][C:39]1[CH:54]=[CH:53][C:42]([CH2:43][N:44]2[CH2:49][CH2:48][NH:47][C@H:46]([C@@H:50]([OH:52])[CH3:51])[CH2:45]2)=[CH:41][CH:40]=1. The catalyst is C1COCC1. The product is [Cl:11][C:9]1[CH:8]=[CH:7][C:6](/[CH:12]=[CH:13]/[C:14]([N:47]2[CH2:48][CH2:49][N:44]([CH2:43][C:42]3[CH:41]=[CH:40][C:39]([F:38])=[CH:54][CH:53]=3)[CH2:45][C@H:46]2[C@@H:50]([OH:52])[CH3:51])=[O:16])=[C:5]([NH:4][C:1](=[O:3])[CH3:2])[CH:10]=1. The yield is 0.620. (6) The reactants are [C:1]([C:4]1[N:9]=[CH:8][C:7]([NH:10][S:11]([CH3:14])(=[O:13])=[O:12])=[CH:6][CH:5]=1)(=[O:3])[CH3:2].[Br:15]Br. The catalyst is Br.C(O)(=O)C.C(OCC)C. The product is [Br:15][CH2:2][C:1]([C:4]1[N:9]=[CH:8][C:7]([NH:10][S:11]([CH3:14])(=[O:12])=[O:13])=[CH:6][CH:5]=1)=[O:3]. The yield is 0.250.